From a dataset of Forward reaction prediction with 1.9M reactions from USPTO patents (1976-2016). Predict the product of the given reaction. (1) Given the reactants [H-].[Na+].[Br:3][C:4]1[CH:9]=[CH:8][C:7]([CH2:10][C:11]#[N:12])=[CH:6][CH:5]=1.Br[CH2:14][CH2:15][CH2:16]Br, predict the reaction product. The product is: [Br:3][C:4]1[CH:9]=[CH:8][C:7]([C:10]2([C:11]#[N:12])[CH2:16][CH2:15][CH2:14]2)=[CH:6][CH:5]=1. (2) Given the reactants [Cl:1][C:2]1[CH:3]=[C:4]([CH:29]=[CH:30][C:31]=1[Cl:32])[O:5][CH:6]1[CH2:11][CH2:10][N:9]([CH2:12][C@H:13]([OH:28])[CH2:14][NH:15][C:16]([C:18]2[S:22][C:21](=[O:23])[NH:20][C:19]=2[C:24]([F:27])([F:26])[F:25])=[O:17])[CH2:8][CH2:7]1.[C:33]1([S:39]([OH:42])(=[O:41])=[O:40])[CH:38]=[CH:37][CH:36]=[CH:35][CH:34]=1, predict the reaction product. The product is: [C:33]1([S:39]([OH:42])(=[O:41])=[O:40])[CH:38]=[CH:37][CH:36]=[CH:35][CH:34]=1.[Cl:1][C:2]1[CH:3]=[C:4]([CH:29]=[CH:30][C:31]=1[Cl:32])[O:5][CH:6]1[CH2:11][CH2:10][N:9]([CH2:12][C@H:13]([OH:28])[CH2:14][NH:15][C:16]([C:18]2[S:22][C:21](=[O:23])[NH:20][C:19]=2[C:24]([F:26])([F:27])[F:25])=[O:17])[CH2:8][CH2:7]1. (3) Given the reactants [N:1]1[N:2]2[CH:9]=[C:8]([CH2:10][CH2:11][OH:12])[N:7]=[C:3]2[N:4]=[CH:5][CH:6]=1.O[C:14]1[CH:36]=[CH:35][C:17]2[CH2:18][CH:19]([CH2:29][C:30]([O:32][CH2:33][CH3:34])=[O:31])[C:20](=[O:28])[N:21]([CH2:23][C:24]([F:27])([F:26])[F:25])[CH2:22][C:16]=2[CH:15]=1.C1(P(C2C=CC=CC=2)C2C=CC=CC=2)C=CC=CC=1.N(C(OC(C)C)=O)=NC(OC(C)C)=O, predict the reaction product. The product is: [N:1]1[N:2]2[CH:9]=[C:8]([CH2:10][CH2:11][O:12][C:14]3[CH:36]=[CH:35][C:17]4[CH2:18][CH:19]([CH2:29][C:30]([O:32][CH2:33][CH3:34])=[O:31])[C:20](=[O:28])[N:21]([CH2:23][C:24]([F:26])([F:27])[F:25])[CH2:22][C:16]=4[CH:15]=3)[N:7]=[C:3]2[N:4]=[CH:5][CH:6]=1.